Dataset: Forward reaction prediction with 1.9M reactions from USPTO patents (1976-2016). Task: Predict the product of the given reaction. (1) Given the reactants [CH3:1][C:2]1[CH:3]=[N:4][C:5]([CH2:11][S+:12]([O-:24])[C:13]2[N-:14][C:15]3[CH:16]=[CH:17][C:18]([O:22][CH3:23])=[CH:19][C:20]=3[N:21]=2)=[C:6]([CH3:10])[C:7]=1[O:8][CH3:9].[CH3:1][C:2]1[CH:3]=[N:4][C:5]([CH2:11][S+:12]([O-:24])[C:13]2[N-:14][C:15]3[CH:16]=[CH:17][C:18]([O:22][CH3:23])=[CH:19][C:20]=3[N:21]=2)=[C:6]([CH3:10])[C:7]=1[O:8][CH3:9].[Mg+2].C(=O)(O)[O-].[Na+].[OH-].[Mg+2].[OH-].C([O-])(=O)CCCCCCCCCCCCCCCCC.[Mg+2].C([O-])(=O)CCCCCCCCCCCCCCCCC, predict the reaction product. The product is: [CH3:1][C:2]1[CH:3]=[N:4][C:5]([CH2:11][S+:12]([O-:24])[C:13]2[NH:14][C:15]3[CH:16]=[CH:17][C:18]([O:22][CH3:23])=[CH:19][C:20]=3[N:21]=2)=[C:6]([CH3:10])[C:7]=1[O:8][CH3:9]. (2) Given the reactants Cl[C:2]1[N:7]2[N:8]=[C:9]([CH3:11])[CH:10]=[C:6]2[N:5]=[C:4]([NH:12][C:13](=[O:24])[C:14]2[CH:19]=[CH:18][C:17]([C:20]([OH:23])([CH3:22])[CH3:21])=[CH:16][CH:15]=2)[CH:3]=1.[C:25]1(B(O)O)[CH:30]=[CH:29][CH:28]=[CH:27][CH:26]=1.O1CCOCC1, predict the reaction product. The product is: [OH:23][C:20]([C:17]1[CH:18]=[CH:19][C:14]([C:13]([NH:12][C:4]2[CH:3]=[C:2]([C:25]3[CH:30]=[CH:29][CH:28]=[CH:27][CH:26]=3)[N:7]3[N:8]=[C:9]([CH3:11])[CH:10]=[C:6]3[N:5]=2)=[O:24])=[CH:15][CH:16]=1)([CH3:22])[CH3:21]. (3) Given the reactants [Cl:1][C:2]1[CH:3]=[C:4]([CH:7]=[C:8]([O:10][C:11]2[CH:16]=[C:15]([O:17]C)[CH:14]=[C:13]([F:19])[C:12]=2[Cl:20])[CH:9]=1)[C:5]#[N:6].B(Br)(Br)Br, predict the reaction product. The product is: [Cl:1][C:2]1[CH:3]=[C:4]([CH:7]=[C:8]([O:10][C:11]2[CH:16]=[C:15]([OH:17])[CH:14]=[C:13]([F:19])[C:12]=2[Cl:20])[CH:9]=1)[C:5]#[N:6]. (4) Given the reactants N[C:2]1[S:3][C:4]([C:8]([NH:10][CH2:11][C:12]2[CH:17]=[CH:16][CH:15]=[CH:14][CH:13]=2)=[O:9])=[C:5]([CH3:7])[N:6]=1.[Cu](C#N)[C:19]#[N:20].N(OCCC(C)C)=O, predict the reaction product. The product is: [CH2:11]([NH:10][C:8]([C:4]1[S:3][C:2]([C:19]#[N:20])=[N:6][C:5]=1[CH3:7])=[O:9])[C:12]1[CH:17]=[CH:16][CH:15]=[CH:14][CH:13]=1.